From a dataset of Merck oncology drug combination screen with 23,052 pairs across 39 cell lines. Regression. Given two drug SMILES strings and cell line genomic features, predict the synergy score measuring deviation from expected non-interaction effect. (1) Drug 1: O=C(O)C1(Cc2cccc(Nc3nccs3)n2)CCC(Oc2cccc(Cl)c2F)CC1. Drug 2: NC1(c2ccc(-c3nc4ccn5c(=O)[nH]nc5c4cc3-c3ccccc3)cc2)CCC1. Cell line: NCIH2122. Synergy scores: synergy=5.22. (2) Drug 1: Cn1c(=O)n(-c2ccc(C(C)(C)C#N)cc2)c2c3cc(-c4cnc5ccccc5c4)ccc3ncc21. Drug 2: CCc1c2c(nc3ccc(O)cc13)-c1cc3c(c(=O)n1C2)COC(=O)C3(O)CC. Cell line: LOVO. Synergy scores: synergy=11.6. (3) Synergy scores: synergy=9.00. Cell line: NCIH520. Drug 2: O=C(NOCC(O)CO)c1ccc(F)c(F)c1Nc1ccc(I)cc1F. Drug 1: Nc1ccn(C2OC(CO)C(O)C2(F)F)c(=O)n1. (4) Drug 1: COc1cccc2c1C(=O)c1c(O)c3c(c(O)c1C2=O)CC(O)(C(=O)CO)CC3OC1CC(N)C(O)C(C)O1. Cell line: NCIH23. Drug 2: CNC(=O)c1cc(Oc2ccc(NC(=O)Nc3ccc(Cl)c(C(F)(F)F)c3)cc2)ccn1. Synergy scores: synergy=-13.3. (5) Drug 1: CCN(CC)CCNC(=O)c1c(C)[nH]c(C=C2C(=O)Nc3ccc(F)cc32)c1C. Drug 2: O=C(O)C1(Cc2cccc(Nc3nccs3)n2)CCC(Oc2cccc(Cl)c2F)CC1. Cell line: RKO. Synergy scores: synergy=4.86. (6) Drug 1: O=P1(N(CCCl)CCCl)NCCCO1. Drug 2: COC1CC2CCC(C)C(O)(O2)C(=O)C(=O)N2CCCCC2C(=O)OC(C(C)CC2CCC(OP(C)(C)=O)C(OC)C2)CC(=O)C(C)C=C(C)C(O)C(OC)C(=O)C(C)CC(C)C=CC=CC=C1C. Cell line: UWB1289BRCA1. Synergy scores: synergy=1.20.